Regression. Given a peptide amino acid sequence and an MHC pseudo amino acid sequence, predict their binding affinity value. This is MHC class II binding data. From a dataset of Peptide-MHC class II binding affinity with 134,281 pairs from IEDB. The peptide sequence is SQIPISINYRTEIDK. The MHC is HLA-DQA10301-DQB10302 with pseudo-sequence HLA-DQA10301-DQB10302. The binding affinity (normalized) is 0.274.